Task: Predict the reactants needed to synthesize the given product.. Dataset: Full USPTO retrosynthesis dataset with 1.9M reactions from patents (1976-2016) (1) Given the product [Cl:20][C:21]1[N:29]=[C:28]([CH3:30])[CH:27]=[CH:26][C:22]=1[C:23]([NH:19][C:15]1[CH:16]=[C:17]2[C:12](=[CH:13][CH:14]=1)[CH2:11][N:10]([C:8](=[O:9])[CH2:7][C:1]1[CH:2]=[CH:3][CH:4]=[CH:5][CH:6]=1)[CH2:18]2)=[O:24], predict the reactants needed to synthesize it. The reactants are: [C:1]1([CH2:7][C:8]([N:10]2[CH2:18][C:17]3[C:12](=[CH:13][CH:14]=[C:15]([NH2:19])[CH:16]=3)[CH2:11]2)=[O:9])[CH:6]=[CH:5][CH:4]=[CH:3][CH:2]=1.[Cl:20][C:21]1[N:29]=[C:28]([CH3:30])[CH:27]=[CH:26][C:22]=1[C:23](O)=[O:24].F[P-](F)(F)(F)(F)F.N1(O[P+](N2CCCC2)(N2CCCC2)N2CCCC2)C2C=CC=CC=2N=N1.C(N(C(C)C)CC)(C)C.Cl. (2) Given the product [Cl:1][C:2]1[CH:7]=[CH:6][C:5]([S:8]([C:11]2[CH:12]=[CH:13][CH:14]=[CH:15][CH:16]=2)(=[O:9])=[O:10])=[CH:4][C:3]=1[S:17]([NH:20][CH:21]1[CH2:26][CH2:25][NH:24][CH2:23][CH2:22]1)(=[O:18])=[O:19], predict the reactants needed to synthesize it. The reactants are: [Cl:1][C:2]1[CH:7]=[CH:6][C:5]([S:8]([C:11]2[CH:16]=[CH:15][CH:14]=[CH:13][CH:12]=2)(=[O:10])=[O:9])=[CH:4][C:3]=1[S:17]([NH:20][CH:21]1[CH2:26][CH2:25][N:24](C(OC(C)(C)C)=O)[CH2:23][CH2:22]1)(=[O:19])=[O:18].C(=O)(O)[O-].[Na+]. (3) The reactants are: [NH:1]([C:7]([O:9][CH2:10][CH:11]=[CH2:12])=[O:8])[C@H:2]([C:4]([OH:6])=O)[CH3:3].C1CCC(N=C=NC2CCCCC2)CC1.CCN(C(C)C)C(C)C.C(O)(C(F)(F)F)=O.[NH2:44][C@H:45]([C:53]([OH:55])=[O:54])[CH2:46][CH2:47][CH2:48][NH:49][C:50]([NH2:52])=[O:51].[CH:56]1[C:61]([C:62]([OH:64])=[O:63])=[CH:60][CH:59]=[C:58]([NH2:65])[CH:57]=1. Given the product [NH:1]([C:7]([O:9][CH2:10][CH:11]=[CH2:12])=[O:8])[C@H:2]([C:4]([NH:44][C@H:45]([C:53]([OH:55])=[O:54])[CH2:46][CH2:47][CH2:48][NH:49][C:50]([NH2:52])=[O:51])=[O:6])[CH3:3].[CH:56]1[C:61]([C:62]([OH:64])=[O:63])=[CH:60][CH:59]=[C:58]([NH2:65])[CH:57]=1, predict the reactants needed to synthesize it. (4) Given the product [N:47]1[CH:48]=[CH:50][C:57]([O:58][C:25]2[CH:24]=[C:23]([NH:28][C:10]([C:2]3[NH:1][C:5]4[CH:6]=[CH:7][C:8]([CH3:35])=[CH:9][C:4]=4[N:3]=3)=[O:12])[CH:22]=[CH:27][CH:26]=2)=[CH:53][CH:51]=1, predict the reactants needed to synthesize it. The reactants are: [N:1]1[C:5]2[CH:6]=[CH:7][CH:8]=[CH:9][C:4]=2[NH:3][C:2]=1[C:10]([OH:12])=O.CN(C(ON1N=[N:28][C:23]2[CH:24]=[CH:25][CH:26]=[CH:27][C:22]1=2)=[N+](C)C)C.[B-](F)(F)(F)F.[CH:35]1C=CC2N(O)N=NC=2C=1.CC[N:47]([CH:51]([CH3:53])C)[CH:48]([CH3:50])C.CN([CH:57]=[O:58])C. (5) Given the product [NH2:1][C:2]1[N:10]=[C:9]([F:11])[N:8]=[C:7]2[C:3]=1[N:4]=[C:5]([CH2:18][C:19]1[C:27]([I:28])=[CH:26][C:22]3[O:23][CH2:24][O:25][C:21]=3[CH:20]=1)[N:6]2[CH2:12][CH2:13][O:14][CH2:15][CH2:16][O:17][S:30](=[O:32])(=[O:31])[NH2:33], predict the reactants needed to synthesize it. The reactants are: [NH2:1][C:2]1[N:10]=[C:9]([F:11])[N:8]=[C:7]2[C:3]=1[N:4]=[C:5]([CH2:18][C:19]1[C:27]([I:28])=[CH:26][C:22]3[O:23][CH2:24][O:25][C:21]=3[CH:20]=1)[N:6]2[CH2:12][CH2:13][O:14][CH2:15][CH2:16][OH:17].Cl[S:30]([NH2:33])(=[O:32])=[O:31].C([O-])([O-])=O.[Ca+2]. (6) Given the product [CH3:1][O:2][C:3]([C:5]1[N:6]([N:11]=[CH:17][C:16]2[CH:19]=[CH:20][C:13]([Cl:12])=[CH:14][CH:15]=2)[CH:7]=[C:8]([Cl:10])[CH:9]=1)=[O:4], predict the reactants needed to synthesize it. The reactants are: [CH3:1][O:2][C:3]([C:5]1[N:6]([NH2:11])[CH:7]=[C:8]([Cl:10])[CH:9]=1)=[O:4].[Cl:12][C:13]1[CH:20]=[CH:19][C:16]([CH:17]=O)=[CH:15][CH:14]=1.